From a dataset of Retrosynthesis with 50K atom-mapped reactions and 10 reaction types from USPTO. Predict the reactants needed to synthesize the given product. (1) Given the product Cn1ccc2cc(Nc3ccncc3)ccc21, predict the reactants needed to synthesize it. The reactants are: Clc1ccncc1.Cn1ccc2cc(N)ccc21. (2) Given the product O=C(c1cc(C(F)(F)F)cc(C(F)(F)F)c1)N1CCN(Cc2cccnc2)C[C@H]1Cc1ccccc1, predict the reactants needed to synthesize it. The reactants are: ClCc1cccnc1.O=C(c1cc(C(F)(F)F)cc(C(F)(F)F)c1)N1CCNC[C@H]1Cc1ccccc1. (3) Given the product C=C(CN)C(=O)Nc1cccc(-c2ncnc3[nH]cc(C(=O)OCC)c23)c1, predict the reactants needed to synthesize it. The reactants are: C=C(CNC(=O)OC(C)(C)C)C(=O)Nc1cccc(-c2ncnc3[nH]cc(C(=O)OCC)c23)c1.